This data is from Ames mutagenicity test results for genotoxicity prediction. The task is: Regression/Classification. Given a drug SMILES string, predict its toxicity properties. Task type varies by dataset: regression for continuous values (e.g., LD50, hERG inhibition percentage) or binary classification for toxic/non-toxic outcomes (e.g., AMES mutagenicity, cardiotoxicity, hepatotoxicity). Dataset: ames. (1) The compound is CCOP(=S)(OCC)SCCSCC. The result is 0 (non-mutagenic). (2) The compound is Cc1ccco1. The result is 0 (non-mutagenic). (3) The molecule is Cc1cc(C)c2nsnc2c1[N+](=O)[O-]. The result is 1 (mutagenic). (4) The molecule is O=C1C=CC2=[N+]([O-])C(c3ccccc3)(c3ccccc3)/C(=N/c3ccccc3)C2=C1. The result is 0 (non-mutagenic).